From a dataset of Catalyst prediction with 721,799 reactions and 888 catalyst types from USPTO. Predict which catalyst facilitates the given reaction. (1) Reactant: [O:1]1[C:5]2([CH2:10][CH2:9][CH:8]([C:11]3[S:12][C:13]([C:16]([OH:18])=O)=[CH:14][N:15]=3)[CH2:7][CH2:6]2)[O:4][CH2:3][CH2:2]1.CC[N:21]=C=NCCCN(C)C.C1C=CC2N(O)N=NC=2C=1.N. Product: [O:1]1[C:5]2([CH2:10][CH2:9][CH:8]([C:11]3[S:12][C:13]([C:16]([NH2:21])=[O:18])=[CH:14][N:15]=3)[CH2:7][CH2:6]2)[O:4][CH2:3][CH2:2]1. The catalyst class is: 135. (2) Reactant: S(=O)(=O)(O)O.[F:6][C:7]1[CH:8]=[C:9]([N:15]2[C:19]([C:20]([F:23])([F:22])[F:21])=[C:18]([C:24]([O:26][CH2:27][CH3:28])=[O:25])[CH:17]=[N:16]2)[CH:10]=[CH:11][C:12]=1[O:13][CH3:14].C1C(=O)N([I:36])C(=O)C1. Product: [F:6][C:7]1[CH:8]=[C:9]([N:15]2[C:19]([C:20]([F:23])([F:22])[F:21])=[C:18]([C:24]([O:26][CH2:27][CH3:28])=[O:25])[CH:17]=[N:16]2)[CH:10]=[C:11]([I:36])[C:12]=1[O:13][CH3:14]. The catalyst class is: 15. (3) Reactant: [CH3:1][O:2][C:3]1[C:10]([O:11][CH3:12])=[C:9]([O:13][CH3:14])[CH:8]=[CH:7][C:4]=1[CH:5]=O.[O:15]=[C:16]([CH:23]=P(C1C=CC=CC=1)(C1C=CC=CC=1)C1C=CC=CC=1)[CH2:17][C:18]([O:20][CH2:21][CH3:22])=[O:19]. Product: [O:15]=[C:16](/[CH:23]=[CH:5]/[C:4]1[CH:7]=[CH:8][C:9]([O:13][CH3:14])=[C:10]([O:11][CH3:12])[C:3]=1[O:2][CH3:1])[CH2:17][C:18]([O:20][CH2:21][CH3:22])=[O:19]. The catalyst class is: 5.